The task is: Predict the reaction yield, written as a fraction of the theoretical maximum amount of product (1.0 means a 100% yield; for example, 0.34 means a 34% yield).. This data is from Reaction yield outcomes from USPTO patents with 853,638 reactions. (1) The reactants are Br[C:2]1[C:3]([NH2:22])=[N:4][CH:5]=[C:6]([C:8]2[CH:13]=[CH:12][C:11]([O:14][Si:15]([C:18]([CH3:21])([CH3:20])[CH3:19])([CH3:17])[CH3:16])=[CH:10][CH:9]=2)[N:7]=1.C([Sn](CCCC)(CCCC)[C:28]1[S:29][CH:30]=[CH:31][CH:32]=1)CCC.[F-].[K+]. The catalyst is O1CCOCC1.Cl[Pd](Cl)([P](C1C=CC=CC=1)(C1C=CC=CC=1)C1C=CC=CC=1)[P](C1C=CC=CC=1)(C1C=CC=CC=1)C1C=CC=CC=1. The product is [Si:15]([O:14][C:11]1[CH:12]=[CH:13][C:8]([C:6]2[N:7]=[C:2]([C:28]3[S:29][CH:30]=[CH:31][CH:32]=3)[C:3]([NH2:22])=[N:4][CH:5]=2)=[CH:9][CH:10]=1)([C:18]([CH3:21])([CH3:20])[CH3:19])([CH3:17])[CH3:16]. The yield is 0.849. (2) The reactants are [CH3:1][C:2]1[N:3]=[N:4][S:5][C:6]=1[C:7]([OH:9])=O.C1(P(C2C=CC=CC=2)C2C=CC=CC=2)C=CC=CC=1.ClN1C(=O)CCC1=O.[CH:37]1([CH2:40][N:41]2[C:49]3[N:48]=[C:47]([CH2:50][C:51]4[CH:56]=[CH:55][C:54]([NH:57][CH3:58])=[CH:53][CH:52]=4)[NH:46][C:45]=3[C:44](=[O:59])[N:43]([CH2:60][C:61]3[CH:66]=[CH:65][CH:64]=[CH:63][C:62]=3[F:67])[C:42]2=[O:68])[CH2:39][CH2:38]1. The catalyst is ClCCl. The product is [CH:37]1([CH2:40][N:41]2[C:49]3[N:48]=[C:47]([CH2:50][C:51]4[CH:52]=[CH:53][C:54]([N:57]([CH3:58])[C:7]([C:6]5[S:5][N:4]=[N:3][C:2]=5[CH3:1])=[O:9])=[CH:55][CH:56]=4)[NH:46][C:45]=3[C:44](=[O:59])[N:43]([CH2:60][C:61]3[CH:66]=[CH:65][CH:64]=[CH:63][C:62]=3[F:67])[C:42]2=[O:68])[CH2:39][CH2:38]1. The yield is 0.145. (3) The reactants are C([O-])([O-])=O.[Cs+].[Cs+].[CH2:7]([O:14][C:15]1[CH:25]=[C:18]2[C:19](=[O:24])[NH:20][CH2:21][CH2:22][CH2:23][N:17]2[N:16]=1)[C:8]1[CH:13]=[CH:12][CH:11]=[CH:10][CH:9]=1.Br[CH2:27][CH:28]1[CH2:30][CH2:29]1. The catalyst is CN(C=O)C. The product is [CH2:7]([O:14][C:15]1[CH:25]=[C:18]2[C:19](=[O:24])[N:20]([CH2:27][CH:28]3[CH2:30][CH2:29]3)[CH2:21][CH2:22][CH2:23][N:17]2[N:16]=1)[C:8]1[CH:9]=[CH:10][CH:11]=[CH:12][CH:13]=1. The yield is 0.270. (4) The reactants are [OH:1][CH:2]1[CH:7]([OH:8])[CH:6]([OH:9])[CH2:5][C:4](=O)[CH2:3]1.C(N(C(C)C)CC)(C)C.C(OC(=O)C)(=O)C. The catalyst is C(Cl)Cl.CN(C)C1C=CN=CC=1. The product is [OH:9][C:6]1[CH2:5][CH2:4][CH2:3][C:2](=[O:1])[C:7]=1[OH:8]. The yield is 1.00. (5) The reactants are [F:1][C:2]1[CH:7]=[C:6]([N+:8]([O-:10])=[O:9])[CH:5]=[CH:4][C:3]=1[CH2:11]O.C1(P(C2C=CC=CC=2)C2C=CC=CC=2)C=CC=CC=1.C1C(=O)N([Br:39])C(=O)C1. The catalyst is C(Cl)Cl. The product is [Br:39][CH2:11][C:3]1[CH:4]=[CH:5][C:6]([N+:8]([O-:10])=[O:9])=[CH:7][C:2]=1[F:1]. The yield is 0.850.